Dataset: Reaction yield outcomes from USPTO patents with 853,638 reactions. Task: Predict the reaction yield, written as a fraction of the theoretical maximum amount of product (1.0 means a 100% yield; for example, 0.34 means a 34% yield). (1) The reactants are [H-].[Li+].C([Al+]CC(C)C)C(C)C.[H-].C([O:16][C:17](=O)[C:18]1[CH:23]=[CH:22][CH:21]=[C:20]([Cl:24])[C:19]=1[O:25][CH:26]([CH3:28])[CH3:27])(C)C. The catalyst is C1COCC1. The product is [Cl:24][C:20]1[C:19]([O:25][CH:26]([CH3:28])[CH3:27])=[C:18]([CH2:17][OH:16])[CH:23]=[CH:22][CH:21]=1. The yield is 0.890. (2) The reactants are [Cl:1][C:2]1[CH:3]=[C:4]([NH:9][C:10]([N:12]2[CH2:17][CH2:16][N:15]([CH2:18][C@@H:19]3[O:24][CH2:23][CH2:22][N:21](C(OC(C)(C)C)=O)[CH2:20]3)[CH2:14][CH2:13]2)=[O:11])[CH:5]=[CH:6][C:7]=1[F:8].C(O)(C(F)(F)F)=O. The catalyst is ClCCl. The product is [Cl:1][C:2]1[CH:3]=[C:4]([NH:9][C:10]([N:12]2[CH2:17][CH2:16][N:15]([CH2:18][C@@H:19]3[O:24][CH2:23][CH2:22][NH:21][CH2:20]3)[CH2:14][CH2:13]2)=[O:11])[CH:5]=[CH:6][C:7]=1[F:8]. The yield is 1.00. (3) The reactants are [H-].[Na+].[CH2:3]([N:10]1[C:18]2[C:13](=[N:14][C:15]([N:19](C(OC(C)(C)C)=O)[NH:20][C:21](OC(C)(C)C)=O)=[CH:16][CH:17]=2)[CH:12]=[C:11]1[C:35]1[N:36]=[CH:37][N:38]([C:40](C2C=CC=CC=2)([C:47]2C=CC=CC=2)C2C=CC=CC=2)[CH:39]=1)[C:4]1[CH:9]=[CH:8][CH:7]=[CH:6][CH:5]=1.I[CH2:60]C. The catalyst is CN(C=O)C. The product is [CH2:3]([N:10]1[C:18]2[CH:17]=[CH:16][C:15]3[N:14]([C:21]([CH3:60])=[N:20][N:19]=3)[C:13]=2[CH:12]=[C:11]1[C:35]1[N:36]=[CH:37][N:38]([CH2:40][CH3:47])[CH:39]=1)[C:4]1[CH:9]=[CH:8][CH:7]=[CH:6][CH:5]=1. The yield is 0.610. (4) The reactants are [F:1][CH2:2][C:3]1([CH3:9])[CH2:7][O:6][C:5](=[O:8])[NH:4]1.C(O[Cl:15])(C)(C)C. The catalyst is CO. The product is [Cl:15][N:4]1[C:3]([CH2:2][F:1])([CH3:9])[CH2:7][O:6][C:5]1=[O:8]. The yield is 1.00. (5) The reactants are [CH2:1]([O:8][C:9]1[CH:10]=[C:11]([NH:15][C:16]2[CH:21]=[CH:20][C:19]([O:22][C:23]3[CH:28]=[CH:27][CH:26]=[C:25]([N:29]([CH3:31])[CH3:30])[CH:24]=3)=[CH:18][N:17]=2)[CH:12]=[CH:13][CH:14]=1)[C:2]1[CH:7]=[CH:6][CH:5]=[CH:4][CH:3]=1.[H-].[Na+].[CH3:34]I. The catalyst is C1COCC1.C(OCC)(=O)C. The product is [CH2:1]([O:8][C:9]1[CH:10]=[C:11]([N:15]([C:16]2[CH:21]=[CH:20][C:19]([O:22][C:23]3[CH:28]=[CH:27][CH:26]=[C:25]([N:29]([CH3:31])[CH3:30])[CH:24]=3)=[CH:18][N:17]=2)[CH3:34])[CH:12]=[CH:13][CH:14]=1)[C:2]1[CH:7]=[CH:6][CH:5]=[CH:4][CH:3]=1. The yield is 0.430. (6) The reactants are [CH3:1][NH:2][CH2:3][CH2:4][C:5]#[C:6][C:7]1[CH:12]=[CH:11][CH:10]=[CH:9][N:8]=1.[F:13][C:14]1[CH:15]=[C:16]([CH:20]=[CH:21][CH:22]=1)[C:17](Cl)=[O:18]. No catalyst specified. The product is [F:13][C:14]1[CH:15]=[C:16]([CH:20]=[CH:21][CH:22]=1)[C:17]([N:2]([CH3:1])[CH2:3][CH2:4][C:5]#[C:6][C:7]1[CH:12]=[CH:11][CH:10]=[CH:9][N:8]=1)=[O:18]. The yield is 0.390.